This data is from NCI-60 drug combinations with 297,098 pairs across 59 cell lines. The task is: Regression. Given two drug SMILES strings and cell line genomic features, predict the synergy score measuring deviation from expected non-interaction effect. (1) Drug 1: CC1C(C(CC(O1)OC2CC(CC3=C2C(=C4C(=C3O)C(=O)C5=C(C4=O)C(=CC=C5)OC)O)(C(=O)C)O)N)O.Cl. Drug 2: C#CCC(CC1=CN=C2C(=N1)C(=NC(=N2)N)N)C3=CC=C(C=C3)C(=O)NC(CCC(=O)O)C(=O)O. Cell line: MDA-MB-435. Synergy scores: CSS=5.68, Synergy_ZIP=-2.96, Synergy_Bliss=-2.61, Synergy_Loewe=-7.88, Synergy_HSA=-4.67. (2) Drug 1: C1CCC(C1)C(CC#N)N2C=C(C=N2)C3=C4C=CNC4=NC=N3. Drug 2: C1=CC=C(C(=C1)C(C2=CC=C(C=C2)Cl)C(Cl)Cl)Cl. Cell line: RXF 393. Synergy scores: CSS=5.89, Synergy_ZIP=-0.996, Synergy_Bliss=3.24, Synergy_Loewe=0.143, Synergy_HSA=1.99. (3) Drug 1: C1=CC=C(C=C1)NC(=O)CCCCCCC(=O)NO. Drug 2: C1=CN(C=N1)CC(O)(P(=O)(O)O)P(=O)(O)O. Cell line: UACC62. Synergy scores: CSS=30.8, Synergy_ZIP=-7.02, Synergy_Bliss=-2.19, Synergy_Loewe=-19.0, Synergy_HSA=-1.49. (4) Drug 1: CC1=C2C(C(=O)C3(C(CC4C(C3C(C(C2(C)C)(CC1OC(=O)C(C(C5=CC=CC=C5)NC(=O)OC(C)(C)C)O)O)OC(=O)C6=CC=CC=C6)(CO4)OC(=O)C)O)C)O. Drug 2: CN(CC1=CN=C2C(=N1)C(=NC(=N2)N)N)C3=CC=C(C=C3)C(=O)NC(CCC(=O)O)C(=O)O. Cell line: HCT116. Synergy scores: CSS=60.3, Synergy_ZIP=3.37, Synergy_Bliss=0.991, Synergy_Loewe=-6.78, Synergy_HSA=2.13. (5) Drug 2: CC1=C(C(=O)C2=C(C1=O)N3CC4C(C3(C2COC(=O)N)OC)N4)N. Drug 1: CC1=C2C(C(=O)C3(C(CC4C(C3C(C(C2(C)C)(CC1OC(=O)C(C(C5=CC=CC=C5)NC(=O)OC(C)(C)C)O)O)OC(=O)C6=CC=CC=C6)(CO4)OC(=O)C)O)C)O. Cell line: NCI-H522. Synergy scores: CSS=46.2, Synergy_ZIP=-6.38, Synergy_Bliss=-8.18, Synergy_Loewe=-3.03, Synergy_HSA=-2.25.